This data is from Reaction yield outcomes from USPTO patents with 853,638 reactions. The task is: Predict the reaction yield, written as a fraction of the theoretical maximum amount of product (1.0 means a 100% yield; for example, 0.34 means a 34% yield). (1) The reactants are [Cl-].O[NH3+:3].[C:4](=[O:7])([O-])[OH:5].[Na+].CS(C)=O.[CH2:13]([S:15][C:16]1[N:17]([CH2:30][C:31]2[CH:36]=[CH:35][C:34]([C:37]3[C:38]([C:43]#[N:44])=[CH:39][CH:40]=[CH:41][CH:42]=3)=[CH:33][CH:32]=2)[C:18](=[O:29])[C:19]([C:23]2[CH:28]=[CH:27][CH:26]=[CH:25][CH:24]=2)=[C:20]([CH3:22])[N:21]=1)[CH3:14]. The catalyst is O. The product is [CH2:13]([S:15][C:16]1[N:17]([CH2:30][C:31]2[CH:32]=[CH:33][C:34]([C:37]3[CH:42]=[CH:41][CH:40]=[CH:39][C:38]=3[C:43]3[NH:3][C:4](=[O:7])[O:5][N:44]=3)=[CH:35][CH:36]=2)[C:18](=[O:29])[C:19]([C:23]2[CH:24]=[CH:25][CH:26]=[CH:27][CH:28]=2)=[C:20]([CH3:22])[N:21]=1)[CH3:14]. The yield is 0.500. (2) The product is [Cl:20][C:21]1[CH:27]=[CH:26][C:25]([CH3:28])=[CH:24][C:22]=1[NH:23][C:2]1[N:7]2[N:8]=[CH:9][C:10]([C:11]([O:13][CH2:14][CH3:15])=[O:12])=[C:6]2[N:5]=[CH:4][C:3]=1[C:16]([O:18][CH3:19])=[O:17]. The reactants are Cl[C:2]1[N:7]2[N:8]=[CH:9][C:10]([C:11]([O:13][CH2:14][CH3:15])=[O:12])=[C:6]2[N:5]=[CH:4][C:3]=1[C:16]([O:18][CH3:19])=[O:17].[Cl:20][C:21]1[CH:27]=[CH:26][C:25]([CH3:28])=[CH:24][C:22]=1[NH2:23]. The yield is 0.920. No catalyst specified. (3) The reactants are [Cl:1][C:2]1[CH:3]=[C:4]([CH:8]([O:13][Si:14]([CH2:19][CH3:20])([CH2:17][CH3:18])[CH2:15][CH3:16])[CH2:9][N+:10]([O-])=O)[CH:5]=[CH:6][CH:7]=1. The catalyst is [Ni].CO. The product is [Cl:1][C:2]1[CH:3]=[C:4]([CH:8]([O:13][Si:14]([CH2:15][CH3:16])([CH2:19][CH3:20])[CH2:17][CH3:18])[CH2:9][NH2:10])[CH:5]=[CH:6][CH:7]=1. The yield is 0.620. (4) The reactants are [CH3:1][C:2]1[N:6](C(OC(C)(C)C)=O)[N:5]=[C:4]([N:14]2[C:18]3=[N:19][CH:20]=[CH:21][CH:22]=[C:17]3[CH:16]=[CH:15]2)[C:3]=1/[CH:23]=[CH:24]/[C:25](=[O:35])[NH:26][S:27]([CH2:30][CH2:31][CH2:32][CH2:33][CH3:34])(=[O:29])=[O:28].FC(F)(F)C(O)=O. No catalyst specified. The product is [CH3:1][C:2]1[NH:6][N:5]=[C:4]([N:14]2[C:18]3=[N:19][CH:20]=[CH:21][CH:22]=[C:17]3[CH:16]=[CH:15]2)[C:3]=1/[CH:23]=[CH:24]/[C:25]([NH:26][S:27]([CH2:30][CH2:31][CH2:32][CH2:33][CH3:34])(=[O:28])=[O:29])=[O:35]. The yield is 0.570. (5) The reactants are Br[C:2]1[CH:7]=[CH:6][CH:5]=[C:4]([O:8][CH3:9])[N:3]=1.[NH2:10][C@H:11]1[C:20]2[C:15](=[CH:16][CH:17]=[C:18]([C:21]3[CH2:22][CH2:23][O:24][CH2:25][CH:26]=3)[CH:19]=2)[N:14]([C:27](=[O:29])[CH3:28])[C@@H:13]([CH:30]2[CH2:32][CH2:31]2)[C@@H:12]1[CH3:33].CC(C)([O-])C.[Na+].CN(C1C(C2C(P(C3CCCCC3)C3CCCCC3)=CC=CC=2)=CC=CC=1)C. The catalyst is O1CCOCC1.C1C=CC(/C=C/C(/C=C/C2C=CC=CC=2)=O)=CC=1.C1C=CC(/C=C/C(/C=C/C2C=CC=CC=2)=O)=CC=1.C1C=CC(/C=C/C(/C=C/C2C=CC=CC=2)=O)=CC=1.[Pd].[Pd]. The product is [CH:30]1([C@H:13]2[C@H:12]([CH3:33])[C@@H:11]([NH:10][C:2]3[CH:7]=[CH:6][CH:5]=[C:4]([O:8][CH3:9])[N:3]=3)[C:20]3[C:15](=[CH:16][CH:17]=[C:18]([C:21]4[CH2:22][CH2:23][O:24][CH2:25][CH:26]=4)[CH:19]=3)[N:14]2[C:27](=[O:29])[CH3:28])[CH2:32][CH2:31]1. The yield is 0.701. (6) The reactants are [C:1]([N:9]1[CH2:14][CH2:13][N:12]([C:15]([O-])=O)[CH2:11][CH2:10]1)(=[O:8])[C:2]1[CH:7]=[CH:6][CH:5]=[CH:4][CH:3]=1.[Cl:18][C:19]1[CH:20]=[N:21][CH:22]=[C:23]([Cl:26])C=1Cl.C(N(CC)CC)C. The catalyst is CN1C(=O)CCC1. The product is [Cl:18][C:19]1[CH:20]=[N:21][CH:22]=[C:23]([Cl:26])[C:15]=1[N:12]1[CH2:13][CH2:14][N:9]([C:1]([C:2]2[CH:7]=[CH:6][CH:5]=[CH:4][CH:3]=2)=[O:8])[CH2:10][CH2:11]1. The yield is 0.230. (7) The reactants are [F:1][CH:2]([F:40])[C:3]1[N:7]([C:8]2[N:13]=[C:12]([N:14]3[CH2:19][CH2:18][O:17][CH2:16][CH2:15]3)[N:11]=[C:10]([N:20]3[CH2:25][CH2:24][N:23]([S:26]([CH2:29][CH2:30][N:31]([CH3:33])[CH3:32])(=[O:28])=[O:27])[CH2:22][CH2:21]3)[N:9]=2)[C:6]2[CH:34]=[CH:35][CH:36]=[C:37]([O:38][CH3:39])[C:5]=2[N:4]=1.[ClH:41]. The catalyst is CO. The product is [ClH:41].[F:40][CH:2]([F:1])[C:3]1[N:7]([C:8]2[N:13]=[C:12]([N:14]3[CH2:15][CH2:16][O:17][CH2:18][CH2:19]3)[N:11]=[C:10]([N:20]3[CH2:21][CH2:22][N:23]([S:26]([CH2:29][CH2:30][N:31]([CH3:33])[CH3:32])(=[O:28])=[O:27])[CH2:24][CH2:25]3)[N:9]=2)[C:6]2[CH:34]=[CH:35][CH:36]=[C:37]([O:38][CH3:39])[C:5]=2[N:4]=1. The yield is 0.830.